This data is from Reaction yield outcomes from USPTO patents with 853,638 reactions. The task is: Predict the reaction yield, written as a fraction of the theoretical maximum amount of product (1.0 means a 100% yield; for example, 0.34 means a 34% yield). (1) The reactants are [NH:1]1[C:9]2[CH2:8][CH2:7][CH2:6][CH2:5][C:4]=2[CH:3]=[C:2]1[C:10]([O:12][CH2:13][CH3:14])=[O:11].[H-].[Na+].Br[CH2:18][C:19]#[N:20]. The catalyst is CN(C=O)C. The product is [C:19]([CH2:18][N:1]1[C:9]2[CH2:8][CH2:7][CH2:6][CH2:5][C:4]=2[CH:3]=[C:2]1[C:10]([O:12][CH2:13][CH3:14])=[O:11])#[N:20]. The yield is 0.550. (2) The reactants are [C:1]12([C:11]3[CH:21]=[CH:20][C:14]([O:15][CH2:16][C:17](O)=[O:18])=[CH:13][CH:12]=3)[CH2:10][CH:5]3[CH2:6][CH:7]([CH2:9][CH:3]([CH2:4]3)[CH2:2]1)[CH2:8]2.[CH3:22][O:23][C:24](=[O:32])[C:25]1[CH:30]=[CH:29][CH:28]=[CH:27][C:26]=1[NH2:31].Cl.CN(C)CCCN=C=NCC.ON1C2C=CC=CC=2N=N1.C(N(CC)C(C)C)(C)C. The catalyst is CN(C=O)C. The product is [CH3:22][O:23][C:24](=[O:32])[C:25]1[CH:30]=[CH:29][CH:28]=[CH:27][C:26]=1[NH:31][C:17](=[O:18])[CH2:16][O:15][C:14]1[CH:13]=[CH:12][C:11]([C:1]23[CH2:10][CH:5]4[CH2:4][CH:3]([CH2:9][CH:7]([CH2:6]4)[CH2:8]2)[CH2:2]3)=[CH:21][CH:20]=1. The yield is 0.0369. (3) The reactants are [Cl:1][C:2]1[CH:7]=[CH:6][C:5]([C:8]2[N:9](COCC[Si](C)(C)C)[CH:10]=[C:11]([C:13]3[N:17]([CH2:18][CH2:19][O:20][CH3:21])[C:16]4[CH:22]=[CH:23][C:24]([C:26]([N:28]([CH3:30])[CH3:29])=[O:27])=[CH:25][C:15]=4[N:14]=3)[N:12]=2)=[CH:4][C:3]=1[O:39]C.B(Br)(Br)Br. The catalyst is C(Cl)Cl. The product is [Cl:1][C:2]1[CH:7]=[CH:6][C:5]([C:8]2[NH:9][CH:10]=[C:11]([C:13]3[N:17]([CH2:18][CH2:19][O:20][CH3:21])[C:16]4[CH:22]=[CH:23][C:24]([C:26]([N:28]([CH3:30])[CH3:29])=[O:27])=[CH:25][C:15]=4[N:14]=3)[N:12]=2)=[CH:4][C:3]=1[OH:39]. The yield is 0.760.